Dataset: Forward reaction prediction with 1.9M reactions from USPTO patents (1976-2016). Task: Predict the product of the given reaction. (1) Given the reactants [OH:1][C:2]1[N:3]=[CH:4][C:5]2[C:10]([CH:11]=1)=[CH:9][CH:8]=[CH:7][CH:6]=2, predict the reaction product. The product is: [CH:4]1[C:5]2[CH2:6][CH2:7][CH2:8][CH2:9][C:10]=2[CH:11]=[C:2]([OH:1])[N:3]=1. (2) Given the reactants [N+:1]([C:4]1[CH:9]=[CH:8][C:7]([S:10]([O-:12])=[O:11])=[CH:6][CH:5]=1)([O-:3])=[O:2].[Na+].Br[C:15]1[CH:23]=[CH:22][C:21]2[N:20]([CH3:24])[C:19]3[CH2:25][CH:26]4[NH:30][CH:29]([C:18]=3[C:17]=2[C:16]=1[C:31]([O:33][C:34]([CH3:37])([CH3:36])[CH3:35])=[O:32])[CH2:28][CH2:27]4, predict the reaction product. The product is: [N+:1]([C:4]1[CH:5]=[CH:6][C:7]([S:10]([C:15]2[CH:23]=[CH:22][C:21]3[N:20]([CH3:24])[C:19]4[CH2:25][CH:26]5[NH:30][CH:29]([C:18]=4[C:17]=3[C:16]=2[C:31]([O:33][C:34]([CH3:37])([CH3:36])[CH3:35])=[O:32])[CH2:28][CH2:27]5)(=[O:12])=[O:11])=[CH:8][CH:9]=1)([O-:3])=[O:2]. (3) Given the reactants C([O:4][CH:5]([C:30]1[C:31](=[O:47])[N:32]([C:36]2[CH:41]=[CH:40][C:39]([O:42][C:43]([F:46])([F:45])[F:44])=[CH:38][CH:37]=2)[CH:33]=[CH:34][CH:35]=1)[C:6]([NH:8][C:9]1[N:10]=[CH:11][C:12]2[C:17]([CH:18]=1)=[CH:16][CH:15]=[N:14][C:13]=2[N:19]1C(=O)C2C(=CC=CC=2)C1=O)=[O:7])(=O)C.CO, predict the reaction product. The product is: [NH2:19][C:13]1[N:14]=[CH:15][CH:16]=[C:17]2[C:12]=1[CH:11]=[N:10][C:9]([NH:8][C:6](=[O:7])[CH:5]([OH:4])[C:30]1[C:31](=[O:47])[N:32]([C:36]3[CH:37]=[CH:38][C:39]([O:42][C:43]([F:45])([F:46])[F:44])=[CH:40][CH:41]=3)[CH:33]=[CH:34][CH:35]=1)=[CH:18]2. (4) Given the reactants [NH2:1][CH2:2][C:3]1[CH:9]=[CH:8][C:6]([NH2:7])=[CH:5][CH:4]=1.[C:10](O[C:10]([O:12][C:13]([CH3:16])([CH3:15])[CH3:14])=[O:11])([O:12][C:13]([CH3:16])([CH3:15])[CH3:14])=[O:11], predict the reaction product. The product is: [NH2:7][C:6]1[CH:8]=[CH:9][C:3]([CH2:2][NH:1][C:10](=[O:11])[O:12][C:13]([CH3:16])([CH3:15])[CH3:14])=[CH:4][CH:5]=1. (5) Given the reactants Cl.[F:2][C:3]1[CH:8]=[CH:7][C:6]([O:9][CH2:10][C:11]2[C:16]([O:17][CH2:18][CH2:19][NH:20][CH3:21])=[CH:15][CH:14]=[C:13]([F:22])[C:12]=2[F:23])=[CH:5][C:4]=1[N:24]1[C:29](=[O:30])[C:28]2=C(C(OC)=O)[S:32][CH:33]=[C:27]2[NH:26][C:25]1=[O:38].C(N(CC)CC)C.C[Si]([N:50]=[C:51]=[O:52])(C)C.Cl.[C:54]([O:57][CH2:58]C)(=[O:56])[CH3:55], predict the reaction product. The product is: [F:2][C:3]1[CH:8]=[CH:7][C:6]([O:9][CH2:10][C:11]2[C:16]([O:17][CH2:18][CH2:19][N:20]([CH3:21])[C:51]([NH2:50])=[O:52])=[CH:15][CH:14]=[C:13]([F:22])[C:12]=2[F:23])=[CH:5][C:4]=1[N:24]1[C:29](=[O:30])[C:28]2=[C:55]([C:54]([O:57][CH3:58])=[O:56])[S:32][CH:33]=[C:27]2[NH:26][C:25]1=[O:38]. (6) Given the reactants [CH3:1][C:2]([Si:5]([CH3:27])([CH3:26])[O:6][C@@H:7]1[CH2:20][C@@H:19]2[C@H:10]([C@H:11]3[C@H:16]([CH2:17][CH2:18]2)[CH2:15][C@:14]2([CH3:25])[C:21](=O)[CH2:22][CH2:23][C@H:13]2[CH2:12]3)[CH2:9][CH2:8]1)([CH3:4])[CH3:3].Cl.[NH2:29][OH:30].O, predict the reaction product. The product is: [CH3:1][C:2]([Si:5]([CH3:27])([CH3:26])[O:6][C@@H:7]1[CH2:20][C@@H:19]2[C@H:10]([C@H:11]3[C@H:16]([CH2:17][CH2:18]2)[CH2:15][C@:14]2([CH3:25])[C:21](=[N:29][OH:30])[CH2:22][CH2:23][C@H:13]2[CH2:12]3)[CH2:9][CH2:8]1)([CH3:4])[CH3:3]. (7) Given the reactants COC(=O)[NH:4][C:5]1[S:6][C:7]2[C:13]([CH:14]3[CH2:19][CH2:18][CH2:17][CH2:16][O:15]3)=[CH:12][CH:11]=[C:10]([O:20][CH3:21])[C:8]=2[N:9]=1.[OH-].[Na+].O, predict the reaction product. The product is: [CH3:21][O:20][C:10]1[C:8]2[N:9]=[C:5]([NH2:4])[S:6][C:7]=2[C:13]([CH:14]2[CH2:19][CH2:18][CH2:17][CH2:16][O:15]2)=[CH:12][CH:11]=1. (8) Given the reactants BrBr.[Cl:3][CH2:4][C@@H:5]([OH:12])[CH2:6][C@@H:7]([OH:11])[CH2:8][CH:9]=[O:10].C(=O)(O)[O-].[Na+].C(=O)=O.[O-]S([O-])(=S)=O.[Na+].[Na+], predict the reaction product. The product is: [OH:11][C@@H:7]1[CH2:6][C@@H:5]([CH2:4][Cl:3])[O:12][C:9](=[O:10])[CH2:8]1. (9) Given the reactants [OH:1][C:2]1[CH:11]=[C:10]([C:12]([CH3:17])([CH3:16])[C:13]([OH:15])=O)[CH:9]=[C:8]2[C:3]=1[C@@H:4]1[CH2:23][C:22]([CH3:24])=[CH:21][CH2:20][C@@H:5]1[C:6]([CH3:19])([CH3:18])[O:7]2.C(N(CC)CC)C.[CH2:32]([NH2:37])[CH2:33][CH2:34][CH2:35][CH3:36], predict the reaction product. The product is: [OH:1][C:2]1[CH:11]=[C:10]([C:12]([CH3:16])([CH3:17])[C:13]([NH:37][CH2:32][CH2:33][CH2:34][CH2:35][CH3:36])=[O:15])[CH:9]=[C:8]2[C:3]=1[C@@H:4]1[CH2:23][C:22]([CH3:24])=[CH:21][CH2:20][C@H:5]1[C:6]([CH3:18])([CH3:19])[O:7]2.